From a dataset of Cav3 T-type calcium channel HTS with 100,875 compounds. Binary Classification. Given a drug SMILES string, predict its activity (active/inactive) in a high-throughput screening assay against a specified biological target. The compound is Clc1c(Cn2c(ccc2)C=O)ccc(Cl)c1. The result is 0 (inactive).